Dataset: Forward reaction prediction with 1.9M reactions from USPTO patents (1976-2016). Task: Predict the product of the given reaction. (1) Given the reactants C([N:8]1[CH2:13][CH2:12][O:11][CH:10]([CH2:14][N:15]2[C:23]3[C:18](=[CH:19][CH:20]=[CH:21][CH:22]=3)[C:17]3([C:35]4[C:26](=[CH:27][C:28]5[O:33][CH2:32][CH2:31][O:30][C:29]=5[CH:34]=4)[O:25][CH2:24]3)[C:16]2=[O:36])[CH2:9]1)C1C=CC=CC=1.C(OCC)(=O)C, predict the reaction product. The product is: [NH:8]1[CH2:13][CH2:12][O:11][CH:10]([CH2:14][N:15]2[C:23]3[C:18](=[CH:19][CH:20]=[CH:21][CH:22]=3)[C:17]3([C:35]4[C:26](=[CH:27][C:28]5[O:33][CH2:32][CH2:31][O:30][C:29]=5[CH:34]=4)[O:25][CH2:24]3)[C:16]2=[O:36])[CH2:9]1. (2) Given the reactants [C:1]([C:3]1[N:8]=[CH:7][C:6]([CH2:9][N:10]([CH:17]2[CH2:22][CH2:21][CH2:20][CH2:19][CH2:18]2)[C:11](=[O:16])[C:12]([F:15])([F:14])[F:13])=[CH:5][CH:4]=1)#[N:2].Cl.CCOCC, predict the reaction product. The product is: [NH2:2][CH2:1][C:3]1[N:8]=[CH:7][C:6]([CH2:9][N:10]([CH:17]2[CH2:22][CH2:21][CH2:20][CH2:19][CH2:18]2)[C:11](=[O:16])[C:12]([F:13])([F:14])[F:15])=[CH:5][CH:4]=1. (3) Given the reactants Br[C:2]1[CH:7]=[CH:6][C:5]([C:8]2[C:16]3[C:15]([NH2:17])=[N:14][CH:13]=[N:12][C:11]=3[S:10][C:9]=2[CH3:18])=[CH:4][CH:3]=1.[C:19]([C:22]1[CH:27]=[CH:26][CH:25]=[CH:24][CH:23]=1)#[C:20][CH3:21].C(NCC)C.C1(P(C2C=CC=CC=2)C2C=CC=CC=2)C=CC=CC=1.CN(C=[O:56])C, predict the reaction product. The product is: [NH2:17][C:15]1[C:16]2[C:8]([C:5]3[CH:6]=[CH:7][C:2]([CH2:21][C:20]([CH2:19][C:22]4[CH:27]=[CH:26][CH:25]=[CH:24][CH:23]=4)=[O:56])=[CH:3][CH:4]=3)=[C:9]([CH3:18])[S:10][C:11]=2[N:12]=[CH:13][N:14]=1. (4) Given the reactants [CH3:1][C@@H:2]1[CH2:7][CH2:6][CH2:5][NH:4][C@@H:3]1[CH2:8][NH:9]C(=O)OC(C)(C)C.[CH3:17][C:18]1[S:19][C:20]([C:26]2[CH:31]=[CH:30][CH:29]=[CH:28][CH:27]=2)=[C:21]([C:23](O)=[O:24])[N:22]=1, predict the reaction product. The product is: [NH2:9][CH2:8][C@@H:3]1[C@H:2]([CH3:1])[CH2:7][CH2:6][CH2:5][N:4]1[C:23]([C:21]1[N:22]=[C:18]([CH3:17])[S:19][C:20]=1[C:26]1[CH:27]=[CH:28][CH:29]=[CH:30][CH:31]=1)=[O:24].